This data is from Full USPTO retrosynthesis dataset with 1.9M reactions from patents (1976-2016). The task is: Predict the reactants needed to synthesize the given product. (1) Given the product [Cl:2][C:3]1[CH:21]=[CH:20][C:6]([CH2:7][C:8]2[C:13]([C@H:14]3[CH2:18][CH2:17][CH2:16][N:15]3[C:32]([NH:31][C:34]3[C:35]([CH3:40])=[N:36][O:37][C:38]=3[CH3:39])=[O:33])=[N:12][CH:11]=[N:10][C:9]=2[CH3:19])=[CH:5][CH:4]=1, predict the reactants needed to synthesize it. The reactants are: Cl.[Cl:2][C:3]1[CH:21]=[CH:20][C:6]([CH2:7][C:8]2[C:9]([CH3:19])=[N:10][CH:11]=[N:12][C:13]=2[C@H:14]2[CH2:18][CH2:17][CH2:16][NH:15]2)=[CH:5][CH:4]=1.C(N(CC)C(C)C)(C)C.[N:31]([C:34]1[C:35]([CH3:40])=[N:36][O:37][C:38]=1[CH3:39])=[C:32]=[O:33]. (2) Given the product [CH:1]([N:4]1[C:8]([C:9]2[N:10]=[C:11]3[C:17]4[CH:18]=[C:19]([C:22]([NH2:27])=[O:23])[CH:20]=[CH:21][C:16]=4[O:15][CH2:14][CH2:13][N:12]3[CH:25]=2)=[N:7][CH:6]=[N:5]1)([CH3:2])[CH3:3], predict the reactants needed to synthesize it. The reactants are: [CH:1]([N:4]1[C:8]([C:9]2[N:10]=[C:11]3[C:17]4[CH:18]=[C:19]([C:22](O)=[O:23])[CH:20]=[CH:21][C:16]=4[O:15][CH2:14][CH2:13][N:12]3[CH:25]=2)=[N:7][CH:6]=[N:5]1)([CH3:3])[CH3:2].C[N:27](C)C=O.C(N(CC)C(C)C)(C)C. (3) Given the product [CH2:2]1[C:3]2([CH2:4][CH2:5][N:6]([C:9]([O:11][C:12]([CH3:13])([CH3:14])[CH3:15])=[O:10])[CH2:7][CH2:8]2)[CH2:16][O:17]1, predict the reactants needed to synthesize it. The reactants are: O[CH2:2][C:3]1([CH2:16][O:17]S(C)(=O)=O)[CH2:8][CH2:7][N:6]([C:9]([O:11][C:12]([CH3:15])([CH3:14])[CH3:13])=[O:10])[CH2:5][CH2:4]1.[H-].[Na+].O. (4) The reactants are: Cl[CH2:2][CH2:3][CH2:4][CH2:5][N:6]1[C:10]2[CH:11]=[CH:12][CH:13]=[CH:14][C:9]=2[N:8]=[CH:7]1.[F:15][C:16]1[CH:17]=[C:18](N2CCCCC2)[CH:19]=[CH:20][CH:21]=1.C([N:31]([CH:34]([CH3:36])C)[CH2:32][CH3:33])(C)C.[I-].[K+].[C:39](#N)C. Given the product [N:6]1([CH2:5][CH2:4][CH2:3][CH2:2][N:31]2[CH2:32][CH2:33][CH:39]([C:18]3[CH:19]=[CH:20][CH:21]=[C:16]([F:15])[CH:17]=3)[CH2:36][CH2:34]2)[C:10]2[CH:11]=[CH:12][CH:13]=[CH:14][C:9]=2[N:8]=[CH:7]1, predict the reactants needed to synthesize it. (5) Given the product [CH:25]1([CH:31]=[N:1][N:2]2[C:7](=[O:8])[C:6]([C:9]3[NH:14][C:13]4[CH:15]=[CH:16][CH:17]=[CH:18][C:12]=4[S:11](=[O:20])(=[O:19])[N:10]=3)=[C:5]([OH:21])[C:4]3[S:22][CH:23]=[CH:24][C:3]2=3)[CH2:30][CH2:29][CH2:28][CH2:27][CH2:26]1, predict the reactants needed to synthesize it. The reactants are: [NH2:1][N:2]1[C:7](=[O:8])[C:6]([C:9]2[NH:14][C:13]3[CH:15]=[CH:16][CH:17]=[CH:18][C:12]=3[S:11](=[O:20])(=[O:19])[N:10]=2)=[C:5]([OH:21])[C:4]2[S:22][CH:23]=[CH:24][C:3]1=2.[CH:25]1([CH:31]=O)[CH2:30][CH2:29][CH2:28][CH2:27][CH2:26]1. (6) The reactants are: [Br:1][C:2]1[C:7]2[N:8]=C(C3C=CC(OC)=CC=3)[S:10][C:6]=2[CH:5]=[C:4]([O:19][CH3:20])[CH:3]=1.[CH:21]([C:24]1[C:32]([O:33][CH3:34])=[CH:31][CH:30]=[CH:29][C:25]=1[C:26](Cl)=O)([CH3:23])[CH3:22]. Given the product [Br:1][C:2]1[C:7]2[N:8]=[C:26]([C:25]3[CH:29]=[CH:30][CH:31]=[C:32]([O:33][CH3:34])[C:24]=3[CH:21]([CH3:23])[CH3:22])[S:10][C:6]=2[CH:5]=[C:4]([O:19][CH3:20])[CH:3]=1, predict the reactants needed to synthesize it. (7) Given the product [F:1][C:2]([F:13])([F:12])[C:3]1[CH:8]=[C:7]([F:9])[CH:6]=[C:5]2[C:4]=1[C:15]([CH2:16][CH2:17][CH2:18][CH2:19][CH2:20][C:21]([OH:23])=[O:22])([CH3:14])[C:24]([CH3:25])=[N:10]2, predict the reactants needed to synthesize it. The reactants are: [F:1][C:2]([F:13])([F:12])[C:3]1[CH:4]=[C:5]([NH:10]N)[CH:6]=[C:7]([F:9])[CH:8]=1.[CH3:14][CH:15]([C:24](=O)[CH3:25])[CH2:16][CH2:17][CH2:18][CH2:19][CH2:20][C:21]([OH:23])=[O:22].